From a dataset of Peptide-MHC class I binding affinity with 185,985 pairs from IEDB/IMGT. Regression. Given a peptide amino acid sequence and an MHC pseudo amino acid sequence, predict their binding affinity value. This is MHC class I binding data. (1) The peptide sequence is EKPKFLPDL. The MHC is HLA-B48:01 with pseudo-sequence HLA-B48:01. The binding affinity (normalized) is 0.0847. (2) The peptide sequence is APIKEFKAKI. The MHC is HLA-B07:02 with pseudo-sequence HLA-B07:02. The binding affinity (normalized) is 0.722.